Dataset: Blood-brain barrier permeability classification from the B3DB database. Task: Regression/Classification. Given a drug SMILES string, predict its absorption, distribution, metabolism, or excretion properties. Task type varies by dataset: regression for continuous measurements (e.g., permeability, clearance, half-life) or binary classification for categorical outcomes (e.g., BBB penetration, CYP inhibition). Dataset: b3db_classification. The drug is Cc1nc2c(c(-n3ccc(C(F)(F)F)n3)n1)CCN2c1ccc(Cl)cc1Cl. The result is 1 (penetrates BBB).